Dataset: Reaction yield outcomes from USPTO patents with 853,638 reactions. Task: Predict the reaction yield, written as a fraction of the theoretical maximum amount of product (1.0 means a 100% yield; for example, 0.34 means a 34% yield). (1) The reactants are [Cl:1][C:2]1[CH:8]=[CH:7][CH:6]=[CH:5][C:3]=1[NH2:4].[CH2:9]([O:16][C:17]1[C:18]([F:28])=[C:19]([F:27])[C:20](F)=[C:21]([CH:25]=1)[C:22]([OH:24])=[O:23])[C:10]1[CH:15]=[CH:14][CH:13]=[CH:12][CH:11]=1.[Li+].C[Si]([N-][Si](C)(C)C)(C)C. The catalyst is C1COCC1. The product is [CH2:9]([O:16][C:17]1[C:18]([F:28])=[C:19]([F:27])[C:20]([NH:4][C:3]2[CH:5]=[CH:6][CH:7]=[CH:8][C:2]=2[Cl:1])=[C:21]([CH:25]=1)[C:22]([OH:24])=[O:23])[C:10]1[CH:11]=[CH:12][CH:13]=[CH:14][CH:15]=1. The yield is 0.891. (2) The yield is 0.680. The catalyst is CO.[Pd]. The reactants are C(OC(=O)[NH:10][C@@H:11]([CH2:35][OH:36])[C:12]([N:14]1[CH2:18][CH2:17][CH2:16][C@H:15]1[C:19]([N:21]1[CH2:25][CH2:24][CH2:23][C@H:22]1[C:26](=[O:34])[NH:27][C@@H:28]([CH2:32][OH:33])[C:29]([NH2:31])=[O:30])=[O:20])=[O:13])C1C=CC=CC=1. The product is [NH2:31][C:29](=[O:30])[C@@H:28]([NH:27][C:26]([C@@H:22]1[CH2:23][CH2:24][CH2:25][N:21]1[C:19]([C@@H:15]1[CH2:16][CH2:17][CH2:18][N:14]1[C:12](=[O:13])[C@@H:11]([NH2:10])[CH2:35][OH:36])=[O:20])=[O:34])[CH2:32][OH:33]. (3) The reactants are [CH2:1]([O:3][C@@H:4]([CH2:10][C:11]1[CH:16]=[CH:15][C:14]([OH:17])=[CH:13][CH:12]=1)[C:5]([O:7][CH2:8][CH3:9])=[O:6])[CH3:2].C(=O)([O-])[O-].[K+].[K+].Br[CH2:25][C:26]([O:28][CH2:29][C:30]1[CH:35]=[CH:34][CH:33]=[CH:32][CH:31]=1)=[O:27]. The catalyst is C(#N)C. The product is [CH2:29]([O:28][C:26](=[O:27])[CH2:25][O:17][C:14]1[CH:13]=[CH:12][C:11]([CH2:10][C@H:4]([O:3][CH2:1][CH3:2])[C:5]([O:7][CH2:8][CH3:9])=[O:6])=[CH:16][CH:15]=1)[C:30]1[CH:35]=[CH:34][CH:33]=[CH:32][CH:31]=1. The yield is 0.580. (4) The product is [F:1][C:2]1[CH:11]=[C:10]2[C:5]([CH:6]=[CH:7][CH:8]=[N:9]2)=[CH:4][C:3]=1[CH:12]([CH3:17])[C:13]([NH:19][NH2:20])=[O:14]. The catalyst is CO. The yield is 1.00. The reactants are [F:1][C:2]1[CH:11]=[C:10]2[C:5]([CH:6]=[CH:7][CH:8]=[N:9]2)=[CH:4][C:3]=1[CH:12]([CH3:17])[C:13](OC)=[O:14].O.[NH2:19][NH2:20]. (5) The reactants are [NH:1]1[CH2:6][CH2:5][CH2:4]C[C:2]1=[O:7].P(Cl)(Cl)(Cl)(Cl)Cl.[CH:14]([Cl:17])(Cl)[Cl:15]. No catalyst specified. The product is [Cl:15][C:14]1([Cl:17])[CH2:4][CH2:5][CH2:6][NH:1][C:2]1=[O:7]. The yield is 0.660. (6) The reactants are [CH3:1][O:2][C:3]([C:5]1[O:6][C:7]([C:10]2[CH:15]=[CH:14][CH:13]=[C:12]([NH2:16])[C:11]=2[OH:17])=[CH:8][CH:9]=1)=[O:4].[N:18]([O-])=O.[Na+].[CH2:22]1[C:30]2[C:25](=[CH:26][C:27]([N:31]3[C:35](=[O:36])[CH2:34][C:33]([CH3:37])=[N:32]3)=[CH:28][CH:29]=2)[CH2:24][CH2:23]1.C(=O)(O)[O-].[Na+]. The catalyst is Cl. The product is [CH3:1][O:2][C:3]([C:5]1[O:6][C:7]([C:10]2[CH:15]=[CH:14][CH:13]=[C:12]([NH:16][N:18]=[C:34]3[C:35](=[O:36])[N:31]([C:27]4[CH:26]=[C:25]5[C:30](=[CH:29][CH:28]=4)[CH2:22][CH2:23][CH2:24]5)[N:32]=[C:33]3[CH3:37])[C:11]=2[OH:17])=[CH:8][CH:9]=1)=[O:4]. The yield is 0.703. (7) The reactants are [C:1]([C:3]1[CH:4]=[C:5]([OH:9])[CH:6]=[CH:7][CH:8]=1)#[CH:2].Br[C:11]1[C:12]([NH2:29])=[N:13][CH:14]=[C:15]([C:17]2[CH:22]=[CH:21][C:20]([S:23]([CH:26]([CH3:28])[CH3:27])(=[O:25])=[O:24])=[CH:19][CH:18]=2)[N:16]=1.CCN(CC)CC. The catalyst is CN(C=O)C.CCOC(C)=O.[Cl-].[Na+].O.[Cu]I.C1C=CC([P]([Pd]([P](C2C=CC=CC=2)(C2C=CC=CC=2)C2C=CC=CC=2)([P](C2C=CC=CC=2)(C2C=CC=CC=2)C2C=CC=CC=2)[P](C2C=CC=CC=2)(C2C=CC=CC=2)C2C=CC=CC=2)(C2C=CC=CC=2)C2C=CC=CC=2)=CC=1. The product is [NH2:29][C:12]1[C:11]([C:2]#[C:1][C:3]2[CH:4]=[C:5]([OH:9])[CH:6]=[CH:7][CH:8]=2)=[N:16][C:15]([C:17]2[CH:18]=[CH:19][C:20]([S:23]([CH:26]([CH3:28])[CH3:27])(=[O:25])=[O:24])=[CH:21][CH:22]=2)=[CH:14][N:13]=1. The yield is 0.680.